This data is from Forward reaction prediction with 1.9M reactions from USPTO patents (1976-2016). The task is: Predict the product of the given reaction. (1) The product is: [C:14]1([CH:11]2[CH2:12][CH2:13][NH:9][CH2:10]2)[CH:19]=[CH:18][CH:17]=[CH:16][CH:15]=1. Given the reactants Cl.C(OC([N:9]1[CH2:13][CH2:12][CH:11]([C:14]2[CH:19]=[CH:18][CH:17]=[CH:16][CH:15]=2)[CH2:10]1)=O)(C)(C)C, predict the reaction product. (2) The product is: [C:53]([NH:56][NH:57][C:19](=[O:21])[CH2:18][CH:15]1[CH2:16][CH2:17][N:12]([C:10](=[O:11])/[CH:9]=[CH:8]/[C:5]2[CH:6]=[CH:7][C:2]([Cl:1])=[CH:3][C:4]=2[CH2:22][N:23]2[N:27]=[N:26][C:25]([CH3:28])=[N:24]2)[CH2:13][CH2:14]1)(=[O:55])[CH3:54]. Given the reactants [Cl:1][C:2]1[CH:7]=[CH:6][C:5](/[CH:8]=[CH:9]/[C:10]([N:12]2[CH2:17][CH2:16][CH:15]([CH2:18][C:19]([OH:21])=O)[CH2:14][CH2:13]2)=[O:11])=[C:4]([CH2:22][N:23]2[N:27]=[N:26][C:25]([CH3:28])=[N:24]2)[CH:3]=1.CN(C(ON1N=NC2C=CC=NC1=2)=[N+](C)C)C.F[P-](F)(F)(F)(F)F.[C:53]([NH:56][NH2:57])(=[O:55])[CH3:54].CCN(C(C)C)C(C)C, predict the reaction product. (3) The product is: [CH3:16][N:15]([CH3:17])[C:6]1([C:9]2[CH:10]=[CH:11][CH:12]=[CH:13][CH:14]=2)[CH2:5][CH2:4][CH:3]([CH2:2][NH:1][C:25]([NH:26][CH2:27][CH2:28][CH2:29][C:30]2[CH:35]=[CH:34][CH:33]=[CH:32][CH:31]=2)=[O:24])[CH2:8][CH2:7]1. Given the reactants [NH2:1][CH2:2][CH:3]1[CH2:8][CH2:7][C:6]([N:15]([CH3:17])[CH3:16])([C:9]2[CH:14]=[CH:13][CH:12]=[CH:11][CH:10]=2)[CH2:5][CH2:4]1.C1([O:24][C:25](=O)[NH:26][CH2:27][CH2:28][CH2:29][C:30]2[CH:35]=[CH:34][CH:33]=[CH:32][CH:31]=2)C=CC=CC=1, predict the reaction product. (4) Given the reactants [OH:1][NH:2]/[C:3](=[N:12]\[H])/[CH2:4][CH2:5][C:6]1[CH:11]=[CH:10][CH:9]=[CH:8][CH:7]=1.[CH2:14]([N:18]1[C:26]2[N:25]=[C:24]([Cl:27])[NH:23][C:22]=2[C:21](=[O:28])[N:20]([CH2:29][CH2:30][C:31](OCC)=O)[C:19]1=[O:36])[CH2:15][CH2:16][CH3:17], predict the reaction product. The product is: [CH2:14]([N:18]1[C:26]2[N:25]=[C:24]([Cl:27])[NH:23][C:22]=2[C:21](=[O:28])[N:20]([CH2:29][CH2:30][C:31]2[O:1][N:2]=[C:3]([CH2:4][CH2:5][C:6]3[CH:11]=[CH:10][CH:9]=[CH:8][CH:7]=3)[N:12]=2)[C:19]1=[O:36])[CH2:15][CH2:16][CH3:17].